The task is: Predict the reaction yield, written as a fraction of the theoretical maximum amount of product (1.0 means a 100% yield; for example, 0.34 means a 34% yield).. This data is from Reaction yield outcomes from USPTO patents with 853,638 reactions. The reactants are [CH:1]1[C:6]2[CH2:7][C@H:8]3[N:13]([CH2:14][CH:15]4[CH2:17][CH2:16]4)[CH2:12][CH2:11][C@:10]45[C@H:18]([C:20]([CH2:22][CH2:23][C@@:9]34[OH:24])=O)[O:19][C:4]([C:5]=25)=[C:3]([OH:25])[CH:2]=1.Cl.[C:27]1([NH:33]N)[CH:32]=[CH:31][CH:30]=[CH:29][CH:28]=1.CS([O-])(=O)=O. The catalyst is C(O)C. The product is [CH:30]1[CH:29]=[CH:28][C:27]2[NH:33][C:20]3[C@@H:18]4[O:19][C:4]5=[C:3]([OH:25])[CH:2]=[CH:1][C:6]6=[C:5]5[C@@:10]54[C@@:9]([OH:24])([CH2:23][C:22]=3[C:32]=2[CH:31]=1)[C@@H:8]([CH2:7]6)[N:13]([CH2:14][CH:15]1[CH2:17][CH2:16]1)[CH2:12][CH2:11]5. The yield is 0.730.